Dataset: Catalyst prediction with 721,799 reactions and 888 catalyst types from USPTO. Task: Predict which catalyst facilitates the given reaction. Reactant: [CH2:1]([C:5]1([CH2:18][CH2:19][C:20](=[O:22])[CH3:21])[CH2:14][CH2:13][C:12]2[C:7](=[CH:8][CH:9]=[C:10]([O:15][CH3:16])[CH:11]=2)[C:6]1=O)[CH2:2][CH2:3][CH3:4].N1CCCC1.C(O)(=O)C. Product: [CH2:1]([C:5]12[CH2:18][CH2:19][C:20](=[O:22])[CH:21]=[C:6]1[C:7]1[C:12](=[CH:11][C:10]([O:15][CH3:16])=[CH:9][CH:8]=1)[CH2:13][CH2:14]2)[CH2:2][CH2:3][CH3:4]. The catalyst class is: 11.